The task is: Predict the reaction yield, written as a fraction of the theoretical maximum amount of product (1.0 means a 100% yield; for example, 0.34 means a 34% yield).. This data is from Reaction yield outcomes from USPTO patents with 853,638 reactions. The reactants are OS(O)(=O)=O.[CH3:6][C:7]1[CH:12]=[CH:11][C:10]([CH3:13])=[CH:9][N+:8]=1[O-:14].C([O-])([O-])=O.[Na+].[Na+].[N+:21]([O-])([OH:23])=[O:22]. No catalyst specified. The product is [CH3:6][C:7]1[CH:12]=[C:11]([N+:21]([O-:23])=[O:22])[C:10]([CH3:13])=[CH:9][N+:8]=1[O-:14]. The yield is 0.910.